Dataset: Peptide-MHC class II binding affinity with 134,281 pairs from IEDB. Task: Regression. Given a peptide amino acid sequence and an MHC pseudo amino acid sequence, predict their binding affinity value. This is MHC class II binding data. (1) The peptide sequence is TLGSTSADEVQRMMA. The MHC is HLA-DQA10501-DQB10301 with pseudo-sequence HLA-DQA10501-DQB10301. The binding affinity (normalized) is 0.276. (2) The binding affinity (normalized) is 0.945. The peptide sequence is AFKVAATFANAAPAN. The MHC is DRB1_1001 with pseudo-sequence DRB1_1001. (3) The peptide sequence is TYDKGILTVSVAVSE. The MHC is HLA-DPA10301-DPB10402 with pseudo-sequence HLA-DPA10301-DPB10402. The binding affinity (normalized) is 0.247. (4) The peptide sequence is CYKLEHPVTGCGE. The MHC is DRB1_0101 with pseudo-sequence DRB1_0101. The binding affinity (normalized) is 0.420. (5) The peptide sequence is EKTYFAATQFEPLAA. The MHC is DRB1_1602 with pseudo-sequence DRB1_1602. The binding affinity (normalized) is 0.459. (6) The peptide sequence is VQDPKFWELVDEERK. The MHC is DRB1_1301 with pseudo-sequence DRB1_1301. The binding affinity (normalized) is 0.271. (7) The peptide sequence is SGTNNKTMAVCTNAK. The MHC is DRB1_0802 with pseudo-sequence DRB1_0802. The binding affinity (normalized) is 0.429. (8) The peptide sequence is NMLTHSINSLISDNL. The MHC is DRB1_1302 with pseudo-sequence DRB1_1302. The binding affinity (normalized) is 0.818. (9) The binding affinity (normalized) is 0.129. The peptide sequence is DKISDVSTIVPYIGP. The MHC is HLA-DPA10201-DPB10101 with pseudo-sequence HLA-DPA10201-DPB10101. (10) The MHC is HLA-DPA10103-DPB10401 with pseudo-sequence HLA-DPA10103-DPB10401. The peptide sequence is ELYKYKVVKIEPLGV. The binding affinity (normalized) is 0.603.